The task is: Predict which catalyst facilitates the given reaction.. This data is from Catalyst prediction with 721,799 reactions and 888 catalyst types from USPTO. Reactant: CC(C)([O-])C.[K+].[Br:7][C:8]1[C:9]([F:33])=[CH:10][C:11]([CH3:32])=[C:12]([CH2:14][C:15]([NH:17][C:18]2([C:28](OC)=[O:29])[CH2:23][CH2:22][CH:21]([C:24]([F:27])([F:26])[F:25])[CH2:20][CH2:19]2)=[O:16])[CH:13]=1.Cl. Product: [Br:7][C:8]1[C:9]([F:33])=[CH:10][C:11]([CH3:32])=[C:12]([C:14]2[C:15](=[O:16])[NH:17][C:18]3([CH2:23][CH2:22][CH:21]([C:24]([F:25])([F:27])[F:26])[CH2:20][CH2:19]3)[C:28]=2[OH:29])[CH:13]=1. The catalyst class is: 9.